Dataset: Catalyst prediction with 721,799 reactions and 888 catalyst types from USPTO. Task: Predict which catalyst facilitates the given reaction. (1) Reactant: [C:1]([C:5]1[CH:6]=[C:7](B(O)O)[CH:8]=[C:9]([C:11]([CH3:14])([CH3:13])[CH3:12])[CH:10]=1)([CH3:4])([CH3:3])[CH3:2].C(=O)([O-])[O-].[Cs+].[Cs+].P(C(C)(C)C)(C(C)(C)C)C(C)(C)C.Br[C:38]1[C:46]([CH3:47])=[CH:45][CH:44]=[C:43]2[C:39]=1[CH:40]=[C:41]([CH3:48])[CH2:42]2. Product: [CH3:48][C:41]1[CH2:42][C:43]2[C:39]([CH:40]=1)=[C:38]([C:7]1[CH:6]=[C:5]([C:1]([CH3:4])([CH3:3])[CH3:2])[CH:10]=[C:9]([C:11]([CH3:14])([CH3:13])[CH3:12])[CH:8]=1)[C:46]([CH3:47])=[CH:45][CH:44]=2. The catalyst class is: 62. (2) Reactant: [C:1]([C:5]1[CH:6]=[C:7]([N+:15]([O-])=O)[C:8]([O:13][CH3:14])=[C:9]([CH2:11][OH:12])[CH:10]=1)([CH3:4])([CH3:3])[CH3:2]. Product: [NH2:15][C:7]1[C:8]([O:13][CH3:14])=[C:9]([CH2:11][OH:12])[CH:10]=[C:5]([C:1]([CH3:4])([CH3:2])[CH3:3])[CH:6]=1. The catalyst class is: 78. (3) Reactant: [F:1][C:2]1[CH:7]=[CH:6][CH:5]=[CH:4][C:3]=1[C:8]1[N:9]=[C:10]([CH3:21])[N:11]([NH:13]C(=O)OC(C)(C)C)[CH:12]=1.FC(F)(F)C(O)=O.[OH-].[Na+]. Product: [F:1][C:2]1[CH:7]=[CH:6][CH:5]=[CH:4][C:3]=1[C:8]1[N:9]=[C:10]([CH3:21])[N:11]([NH2:13])[CH:12]=1. The catalyst class is: 4. (4) Reactant: [CH3:1]C(C)([O-])C.[K+].C(O)(C)(C)C.[Cl:12][C:13]1[CH:18]=[CH:17][CH:16]=[C:15]([F:19])[C:14]=1[CH2:20][C:21]([O:23][CH3:24])=[O:22].IC. Product: [Cl:12][C:13]1[CH:18]=[CH:17][CH:16]=[C:15]([F:19])[C:14]=1[CH:20]([CH3:1])[C:21]([O:23][CH3:24])=[O:22]. The catalyst class is: 1.